Dataset: Forward reaction prediction with 1.9M reactions from USPTO patents (1976-2016). Task: Predict the product of the given reaction. (1) Given the reactants CS[C:3]1[C:4]2[CH:12]=[CH:11][N:10]=[CH:9][C:5]=2[N:6]=[CH:7][N:8]=1.[CH2:13]([NH2:20])[C:14]1[CH:19]=[CH:18][CH:17]=[CH:16][CH:15]=1, predict the reaction product. The product is: [CH2:13]([NH:20][C:3]1[C:4]2[CH:12]=[CH:11][N:10]=[CH:9][C:5]=2[N:6]=[CH:7][N:8]=1)[C:14]1[CH:19]=[CH:18][CH:17]=[CH:16][CH:15]=1. (2) Given the reactants [CH2:1]([N:8]([C:23]([O:25][C:26]([CH3:29])([CH3:28])[CH3:27])=[O:24])[NH:9][CH2:10][CH2:11][C:12]1([C:17]2[CH:22]=[CH:21][CH:20]=[CH:19][CH:18]=2)OCC[O:13]1)[C:2]1[CH:7]=[CH:6][CH:5]=[CH:4][CH:3]=1.C1(C)C=CC(S([O-])(=O)=O)=CC=1.[NH+]1C=CC=CC=1, predict the reaction product. The product is: [CH2:1]([N:8]([C:23]([O:25][C:26]([CH3:29])([CH3:28])[CH3:27])=[O:24])[NH:9][CH2:10][CH2:11][C:12](=[O:13])[C:17]1[CH:18]=[CH:19][CH:20]=[CH:21][CH:22]=1)[C:2]1[CH:3]=[CH:4][CH:5]=[CH:6][CH:7]=1. (3) Given the reactants [C:1]([O:5][C:6]([N:8]1[CH2:13][CH2:12][N:11]([C:14]2[N:22]=[CH:21][N:20]=[C:19]3[C:15]=2[N:16]([CH2:28][C:29]#[C:30][CH3:31])[C:17](=[O:27])[N:18]3CCC#N)[CH2:10][CH2:9]1)=[O:7])([CH3:4])([CH3:3])[CH3:2].[H-].[Na+].O.Cl, predict the reaction product. The product is: [C:1]([O:5][C:6]([N:8]1[CH2:9][CH2:10][N:11]([C:14]2[N:22]=[CH:21][N:20]=[C:19]3[C:15]=2[N:16]([CH2:28][C:29]#[C:30][CH3:31])[C:17](=[O:27])[NH:18]3)[CH2:12][CH2:13]1)=[O:7])([CH3:4])([CH3:3])[CH3:2]. (4) Given the reactants O1CCCC1.[F:6][C:7]([F:26])([F:25])[C:8]([C:11]1[CH:16]=[CH:15][C:14]([CH:17]2[CH2:19][CH:18]2[C:20]([O:22]CC)=[O:21])=[CH:13][CH:12]=1)([CH3:10])[CH3:9].[OH-].[Na+].Cl, predict the reaction product. The product is: [F:6][C:7]([F:25])([F:26])[C:8]([C:11]1[CH:16]=[CH:15][C:14]([CH:17]2[CH2:19][CH:18]2[C:20]([OH:22])=[O:21])=[CH:13][CH:12]=1)([CH3:10])[CH3:9].